Dataset: Reaction yield outcomes from USPTO patents with 853,638 reactions. Task: Predict the reaction yield, written as a fraction of the theoretical maximum amount of product (1.0 means a 100% yield; for example, 0.34 means a 34% yield). The reactants are Cl[C:2]1[N:7]=[C:6]([C:8]2[C:9]([CH:30]3[CH2:32][CH2:31]3)=[N:10][C:11]([N:16]3[CH2:21][CH2:20][N:19]([C:22]([CH:24]4[CH2:26][CH2:25]4)=[O:23])[C@H:18]([CH:27]4[CH2:29][CH2:28]4)[CH2:17]3)=[C:12]([CH:15]=2)[C:13]#[N:14])[CH:5]=[CH:4][N:3]=1.[NH3:33].CO. No catalyst specified. The product is [NH2:33][C:2]1[N:7]=[C:6]([C:8]2[C:9]([CH:30]3[CH2:32][CH2:31]3)=[N:10][C:11]([N:16]3[CH2:21][CH2:20][N:19]([C:22]([CH:24]4[CH2:26][CH2:25]4)=[O:23])[C@H:18]([CH:27]4[CH2:29][CH2:28]4)[CH2:17]3)=[C:12]([CH:15]=2)[C:13]#[N:14])[CH:5]=[CH:4][N:3]=1. The yield is 0.510.